Dataset: Forward reaction prediction with 1.9M reactions from USPTO patents (1976-2016). Task: Predict the product of the given reaction. (1) Given the reactants [CH2:1]([N:8]1[C:12]([C:13]([O:15]CC)=[O:14])=[C:11]([C:18]2[CH:23]=[CH:22][CH:21]=[CH:20][CH:19]=2)[C:10]([C:24]2[CH:29]=[CH:28][CH:27]=[CH:26][CH:25]=2)=[N:9]1)[C:2]1[CH:7]=[CH:6][CH:5]=[CH:4][CH:3]=1.[OH-].[Na+].Cl, predict the reaction product. The product is: [CH2:1]([N:8]1[C:12]([C:13]([OH:15])=[O:14])=[C:11]([C:18]2[CH:19]=[CH:20][CH:21]=[CH:22][CH:23]=2)[C:10]([C:24]2[CH:29]=[CH:28][CH:27]=[CH:26][CH:25]=2)=[N:9]1)[C:2]1[CH:3]=[CH:4][CH:5]=[CH:6][CH:7]=1. (2) Given the reactants C(OC(=O)[NH:7][C@H:8]([C:29]([N:31]1[CH2:35][CH2:34][C@H:33]([F:36])[CH2:32]1)=[O:30])[C@H:9]([CH:11]1[CH2:16][CH2:15][CH:14]([NH:17][C:18]([NH:20][C:21]2[CH:26]=[CH:25][C:24]([F:27])=[CH:23][C:22]=2[F:28])=[O:19])[CH2:13][CH2:12]1)[CH3:10])(C)(C)C.[F:38][C:39]([F:44])([F:43])[C:40]([OH:42])=[O:41], predict the reaction product. The product is: [F:38][C:39]([F:44])([F:43])[C:40]([O-:42])=[O:41].[F:28][C:22]1[CH:23]=[C:24]([F:27])[CH:25]=[CH:26][C:21]=1[NH:20][C:18]([NH:17][CH:14]1[CH2:15][CH2:16][CH:11]([C@H:9]([CH3:10])[C@H:8]([NH3+:7])[C:29]([N:31]2[CH2:35][CH2:34][C@H:33]([F:36])[CH2:32]2)=[O:30])[CH2:12][CH2:13]1)=[O:19]. (3) Given the reactants ClC(Cl)(Cl)[C:3]([NH:5][CH2:6][CH:7]1[CH2:12][CH2:11][N:10]([S:13]([CH3:16])(=[O:15])=[O:14])[CH2:9][CH2:8]1)=[O:4].[CH2:19]([NH:21][CH:22]1[CH2:27][CH2:26][N:25]([C:28]([O:30][C:31]([CH3:34])([CH3:33])[CH3:32])=[O:29])[CH2:24][CH2:23]1)[CH3:20].C1CCN2C(=NCCC2)CC1, predict the reaction product. The product is: [CH2:19]([N:21]([C:3]([NH:5][CH2:6][CH:7]1[CH2:12][CH2:11][N:10]([S:13]([CH3:16])(=[O:15])=[O:14])[CH2:9][CH2:8]1)=[O:4])[CH:22]1[CH2:27][CH2:26][N:25]([C:28]([O:30][C:31]([CH3:32])([CH3:34])[CH3:33])=[O:29])[CH2:24][CH2:23]1)[CH3:20]. (4) Given the reactants [S:1]([O-:4])([O-:3])=[O:2].[Na+:5].[Na+].Br[CH2:8][CH:9]1[CH2:11][CH2:10]1, predict the reaction product. The product is: [CH:9]1([CH2:8][S:1]([O-:4])(=[O:3])=[O:2])[CH2:11][CH2:10]1.[Na+:5]. (5) Given the reactants CCN(C(C)C)C(C)C.[F:10][C:11]1[CH:16]=[CH:15][CH:14]=[CH:13][C:12]=1[C:17]1[NH:21][N:20]=[C:19]([C:22]([OH:24])=O)[CH:18]=1.C1C=CC2N(O)N=NC=2C=1.CCN=C=NCCCN(C)C.Cl.[NH2:47][CH2:48][C:49]([N:51]1[CH2:56][CH2:55][N:54]([C:57](=[O:69])[C:58]2[CH:63]=[C:62]([F:64])[CH:61]=[CH:60][C:59]=2[C:65]([F:68])([F:67])[F:66])[CH2:53][CH2:52]1)=[O:50], predict the reaction product. The product is: [F:64][C:62]1[CH:61]=[CH:60][C:59]([C:65]([F:67])([F:66])[F:68])=[C:58]([CH:63]=1)[C:57]([N:54]1[CH2:55][CH2:56][N:51]([C:49](=[O:50])[CH2:48][NH:47][C:22]([C:19]2[CH:18]=[C:17]([C:12]3[CH:13]=[CH:14][CH:15]=[CH:16][C:11]=3[F:10])[NH:21][N:20]=2)=[O:24])[CH2:52][CH2:53]1)=[O:69]. (6) Given the reactants [CH:1]1([NH:4][C:5]([NH:7][C:8]2[CH:13]=[CH:12][C:11]([C:14]3[C:15]4[CH2:29][NH:28][CH2:27][C:16]=4[N:17]=[C:18]([N:20]4[CH2:25][CH2:24][O:23][CH2:22][C@@H:21]4[CH3:26])[N:19]=3)=[CH:10][CH:9]=2)=[O:6])[CH2:3][CH2:2]1.C=O.[CH3:32]CN(CC)CC, predict the reaction product. The product is: [CH:1]1([NH:4][C:5]([NH:7][C:8]2[CH:13]=[CH:12][C:11]([C:14]3[C:15]4[CH2:29][N:28]([CH3:32])[CH2:27][C:16]=4[N:17]=[C:18]([N:20]4[CH2:25][CH2:24][O:23][CH2:22][C@@H:21]4[CH3:26])[N:19]=3)=[CH:10][CH:9]=2)=[O:6])[CH2:3][CH2:2]1. (7) Given the reactants C(OC(=O)[N:7]([C:14]1[C:15]2[N:16]([C:20](Br)=[CH:21][N:22]=2)[CH:17]=[CH:18][N:19]=1)[CH2:8][CH2:9][S:10]([CH3:13])(=[O:12])=[O:11])(C)(C)C.CS[C:27]1[N:32]=[C:31]([Sn](CCCC)(CCCC)CCCC)[CH:30]=[CH:29][N:28]=1.[NH:46]1[CH2:51][CH2:50][O:49][CH2:48][CH2:47]1, predict the reaction product. The product is: [CH3:13][S:10]([CH2:9][CH2:8][NH:7][C:14]1[C:15]2[N:16]([C:20]([C:31]3[CH:30]=[CH:29][N:28]=[C:27]([N:46]4[CH2:51][CH2:50][O:49][CH2:48][CH2:47]4)[N:32]=3)=[CH:21][N:22]=2)[CH:17]=[CH:18][N:19]=1)(=[O:11])=[O:12]. (8) Given the reactants [C:1]([C:5]1[CH:9]=[C:8]([NH2:10])[N:7]([CH2:11][C:12]2[CH:17]=[CH:16][C:15]([F:18])=[CH:14][CH:13]=2)[N:6]=1)([CH3:4])([CH3:3])[CH3:2].[F:19][C:20]1[CH:28]=[CH:27][C:26]([C:29]([F:32])([F:31])[F:30])=[CH:25][C:21]=1[C:22](Cl)=[O:23].N1C=CC=CC=1, predict the reaction product. The product is: [C:1]([C:5]1[CH:9]=[C:8]([NH:10][C:22](=[O:23])[C:21]2[CH:25]=[C:26]([C:29]([F:30])([F:31])[F:32])[CH:27]=[CH:28][C:20]=2[F:19])[N:7]([CH2:11][C:12]2[CH:13]=[CH:14][C:15]([F:18])=[CH:16][CH:17]=2)[N:6]=1)([CH3:4])([CH3:2])[CH3:3]. (9) Given the reactants Cl.[CH3:2][NH:3][CH2:4][CH2:5][CH2:6][CH2:7][Cl:8].[P:9](Cl)([Cl:12])([Cl:11])=[O:10].C(N(CC)CC)C.[Cl-].[NH4+], predict the reaction product. The product is: [CH3:2][N:3]([CH2:4][CH2:5][CH2:6][CH2:7][Cl:8])[P:9]([Cl:12])([Cl:11])=[O:10]. (10) Given the reactants [N+:1]([C:4]1[CH:9]=[CH:8][C:7]([C:10]2[C:18]3[C:13](=[N:14][CH:15]=[N:16][C:17]=3[NH2:19])[NH:12][N:11]=2)=[CH:6][CH:5]=1)([O-:3])=[O:2].C([O-])([O-])=O.[K+].[K+].CS(O[C@@H:31]1[CH2:35][CH2:34][N:33]([C:36]([O:38][C:39]([CH3:42])([CH3:41])[CH3:40])=[O:37])[CH2:32]1)(=O)=O, predict the reaction product. The product is: [NH2:19][C:17]1[N:16]=[CH:15][N:14]=[C:13]2[N:12]([C@H:35]3[CH2:31][CH2:32][N:33]([C:36]([O:38][C:39]([CH3:42])([CH3:41])[CH3:40])=[O:37])[CH2:34]3)[N:11]=[C:10]([C:7]3[CH:6]=[CH:5][C:4]([N+:1]([O-:3])=[O:2])=[CH:9][CH:8]=3)[C:18]=12.